From a dataset of Full USPTO retrosynthesis dataset with 1.9M reactions from patents (1976-2016). Predict the reactants needed to synthesize the given product. (1) The reactants are: [N:1]1[C:9]2[C:4](=[N:5][CH:6]=[CH:7][CH:8]=2)[N:3]([C:10]2[CH:15]=[CH:14][C:13]([CH2:16][C:17]([OH:19])=O)=[CH:12][CH:11]=2)[CH:2]=1.[C:20]([C:24]1[CH:25]=[C:26]([NH2:42])[N:27]([C:29]2[CH:34]=[CH:33][C:32]([CH2:35][N:36]3[CH2:41][CH2:40][O:39][CH2:38][CH2:37]3)=[CH:31][CH:30]=2)[N:28]=1)([CH3:23])([CH3:22])[CH3:21]. Given the product [C:20]([C:24]1[CH:25]=[C:26]([NH:42][C:17](=[O:19])[CH2:16][C:13]2[CH:12]=[CH:11][C:10]([N:3]3[C:4]4=[N:5][CH:6]=[CH:7][CH:8]=[C:9]4[N:1]=[CH:2]3)=[CH:15][CH:14]=2)[N:27]([C:29]2[CH:30]=[CH:31][C:32]([CH2:35][N:36]3[CH2:37][CH2:38][O:39][CH2:40][CH2:41]3)=[CH:33][CH:34]=2)[N:28]=1)([CH3:23])([CH3:21])[CH3:22], predict the reactants needed to synthesize it. (2) Given the product [F:34][C:35]1[CH:43]=[C:42]2[C:38]([CH:39]=[N:40][N:41]2[C:14]([O:16][C:4]([CH3:8])([CH3:5])[CH3:3])=[O:15])=[CH:37][C:36]=1[CH:44]=[O:45], predict the reactants needed to synthesize it. The reactants are: BrC1[CH:3]=[C:4]2[C:8](=CC=1F)NN=[CH:5]2.[H-].[Na+].[C:14](=[O:16])=[O:15].C([Li])CCC.CCCCCC.CN(C=O)C.Cl.[F:34][C:35]1[CH:43]=[C:42]2[C:38]([CH:39]=[N:40][NH:41]2)=[CH:37][C:36]=1[CH:44]=[O:45]. (3) Given the product [F:1][C:2]1[CH:7]=[CH:6][CH:5]=[C:4]2[C:3]=1[N:9]=[C:16]([OH:17])[C:15]([C:14]([F:23])([F:22])[F:13])=[N:8]2, predict the reactants needed to synthesize it. The reactants are: [F:1][C:2]1[CH:7]=[CH:6][CH:5]=[C:4]([NH2:8])[C:3]=1[NH2:9].C(O)C.[F:13][C:14]([F:23])([F:22])[C:15](=O)[C:16](OCC)=[O:17]. (4) Given the product [F:3][C:4]1[CH:5]=[CH:6][C:7]([NH:10][S:11]([C:14]2[CH:15]=[C:16]3[C:21](=[CH:22][CH:23]=2)[CH2:20][NH:19][CH2:18][CH2:17]3)(=[O:13])=[O:12])=[CH:8][CH:9]=1, predict the reactants needed to synthesize it. The reactants are: [OH-].[K+].[F:3][C:4]1[CH:9]=[CH:8][C:7]([NH:10][S:11]([C:14]2[CH:15]=[C:16]3[C:21](=[CH:22][CH:23]=2)[CH2:20][N:19](C(=O)C(F)(F)F)[CH2:18][CH2:17]3)(=[O:13])=[O:12])=[CH:6][CH:5]=1. (5) Given the product [NH:26]1[C:27]2[C:23](=[C:22]([O:21][C:2]3[CH:11]=[C:10]([F:12])[CH:9]=[CH:8][C:3]=3[C:4]([O:6][CH3:7])=[O:5])[CH:30]=[CH:29][CH:28]=2)[CH:24]=[CH:25]1, predict the reactants needed to synthesize it. The reactants are: F[C:2]1[CH:11]=[C:10]([F:12])[CH:9]=[CH:8][C:3]=1[C:4]([O:6][CH3:7])=[O:5].[O-]P([O-])([O-])=O.[K+].[K+].[K+].[OH:21][C:22]1[CH:30]=[CH:29][CH:28]=[C:27]2[C:23]=1[CH:24]=[CH:25][NH:26]2.CCOCC. (6) Given the product [CH3:1][O:2][C:3]1[CH:4]=[C:5]2[C:10](=[CH:11][C:12]=1[N+:13]([O-:15])=[O:14])[N:9]1[CH:29]=[N:28][C:30]([C:31]([O:33][CH2:34][CH3:35])=[O:32])=[C:8]1[CH2:7][CH2:6]2, predict the reactants needed to synthesize it. The reactants are: [CH3:1][O:2][C:3]1[CH:4]=[C:5]2[C:10](=[CH:11][C:12]=1[N+:13]([O-:15])=[O:14])[NH:9][C:8](=O)[CH2:7][CH2:6]2.[H-].[Na+].P(Cl)(OCC)(OCC)=O.[N+:28]([CH2:30][C:31]([O:33][CH2:34][CH3:35])=[O:32])#[C-:29].C(O)(=O)CC(CC(O)=O)(C(O)=O)O. (7) Given the product [C:1]([O:5][C:6](=[O:25])[NH:7][C@H:8]([C:12]1[CH:17]=[C:16]([C:18]2[N:22]([CH3:23])[N:21]=[CH:20][C:19]=2[NH:24][C:28](=[O:29])[C@H:27]([CH3:26])[CH:31]=[CH2:32])[CH:15]=[CH:14][N:13]=1)[CH2:9][CH:10]=[CH2:11])([CH3:2])([CH3:4])[CH3:3], predict the reactants needed to synthesize it. The reactants are: [C:1]([O:5][C:6](=[O:25])[NH:7][C@H:8]([C:12]1[CH:17]=[C:16]([C:18]2[N:22]([CH3:23])[N:21]=[CH:20][C:19]=2[NH2:24])[CH:15]=[CH:14][N:13]=1)[CH2:9][CH:10]=[CH2:11])([CH3:4])([CH3:3])[CH3:2].[CH3:26][C@H:27]([CH:31]=[CH2:32])[C:28](O)=[O:29].N1C=CC=CC=1.C(P1(=O)OP(CCC)(=O)OP(CCC)(=O)O1)CC.